This data is from Peptide-MHC class I binding affinity with 185,985 pairs from IEDB/IMGT. The task is: Regression. Given a peptide amino acid sequence and an MHC pseudo amino acid sequence, predict their binding affinity value. This is MHC class I binding data. (1) The peptide sequence is KVIQPRVEK. The MHC is HLA-B08:01 with pseudo-sequence HLA-B08:01. The binding affinity (normalized) is 0.0847. (2) The peptide sequence is KTPAWMYFLEV. The MHC is Mamu-A01 with pseudo-sequence Mamu-A01. The binding affinity (normalized) is 0.831.